From a dataset of Peptide-MHC class I binding affinity with 185,985 pairs from IEDB/IMGT. Regression. Given a peptide amino acid sequence and an MHC pseudo amino acid sequence, predict their binding affinity value. This is MHC class I binding data. (1) The peptide sequence is VIYQYMDDL. The MHC is HLA-B07:02 with pseudo-sequence HLA-B07:02. The binding affinity (normalized) is 0. (2) The peptide sequence is NSLELKYLDI. The MHC is H-2-Db with pseudo-sequence H-2-Db. The binding affinity (normalized) is 0.235.